From a dataset of Forward reaction prediction with 1.9M reactions from USPTO patents (1976-2016). Predict the product of the given reaction. (1) The product is: [CH3:21][N:22]([CH3:31])[C:23]1[NH:24][CH:25]=[C:26]([CH2:19][CH2:18][N:9]([CH2:8][C:5]2[CH:6]=[N:7][C:2]([Cl:1])=[CH:3][CH:4]=2)[CH2:10][C:11]2[CH:12]=[CH:13][C:14]([Cl:17])=[CH:15][CH:16]=2)[C:27]=1[N+:28]([O-:30])=[O:29]. Given the reactants [Cl:1][C:2]1[N:7]=[CH:6][C:5]([CH2:8][N:9]([CH2:18][CH2:19]Cl)[CH2:10][C:11]2[CH:16]=[CH:15][C:14]([Cl:17])=[CH:13][CH:12]=2)=[CH:4][CH:3]=1.[CH3:21][N:22]([CH3:31])[C:23]1[NH:24][CH:25]=[CH:26][C:27]=1[N+:28]([O-:30])=[O:29].C(=O)([O-])[O-].[K+].[K+], predict the reaction product. (2) Given the reactants [C:1]1([C@H:7]2[CH2:12][C@@H:11]([OH:13])[CH2:10][CH2:9][O:8]2)[CH:6]=[CH:5][CH:4]=[CH:3][CH:2]=1.CCN(C(C)C)C(C)C.[CH3:23][S:24](Cl)(=[O:26])=[O:25], predict the reaction product. The product is: [CH3:23][S:24]([O:13][C@H:11]1[CH2:10][CH2:9][O:8][C@@H:7]([C:1]2[CH:2]=[CH:3][CH:4]=[CH:5][CH:6]=2)[CH2:12]1)(=[O:26])=[O:25]. (3) Given the reactants [CH3:1][C:2]1[C:7]([NH2:8])=[CH:6][N:5]=[C:4]([S:9][CH3:10])[N:3]=1.[OH:11][C:12](=[C:17]1C(=O)OC(C)(C)[O:19][C:18]1=O)[CH2:13][C:14](=O)[CH3:15].Cl.[F:28][C:29]1[CH:36]=[C:35]([F:37])[CH:34]=[CH:33][C:30]=1[CH2:31]Br.C(=O)([O-])[O-].[K+].[K+], predict the reaction product. The product is: [F:28][C:29]1[CH:36]=[C:35]([F:37])[CH:34]=[CH:33][C:30]=1[CH2:31][O:11][C:12]1[CH:13]=[C:14]([CH3:15])[N:8]([C:7]2[C:2]([CH3:1])=[N:3][C:4]([S:9][CH3:10])=[N:5][CH:6]=2)[C:18](=[O:19])[CH:17]=1. (4) Given the reactants [OH:1][C:2]1[CH:7]=[CH:6][C:5]([CH:8]([C:18]([NH:20][C:21]2[CH:22]=[C:23]3[C:28](=[CH:29][CH:30]=2)[CH:27]=[N:26][CH:25]=[CH:24]3)=[O:19])[CH2:9][NH:10][C:11](=[O:17])[O:12][C:13]([CH3:16])([CH3:15])[CH3:14])=[CH:4][CH:3]=1.[H-].[Na+].Br[CH2:34][C:35]([C:37]1[CH:42]=[CH:41][CH:40]=[CH:39][CH:38]=1)=[O:36], predict the reaction product. The product is: [CH:27]1[C:28]2[C:23](=[CH:22][C:21]([NH:20][C:18](=[O:19])[CH:8]([C:5]3[CH:6]=[CH:7][C:2]([O:1][CH2:34][C:35](=[O:36])[C:37]4[CH:42]=[CH:41][CH:40]=[CH:39][CH:38]=4)=[CH:3][CH:4]=3)[CH2:9][NH:10][C:11](=[O:17])[O:12][C:13]([CH3:14])([CH3:16])[CH3:15])=[CH:30][CH:29]=2)[CH:24]=[CH:25][N:26]=1. (5) Given the reactants [NH2:1][C:2]1[C:3]([NH:8][C:9]2[CH:24]=[CH:23][C:12]([CH2:13][CH2:14][NH:15][C:16](=O)OC(C)(C)C)=[CH:11][CH:10]=2)=[N:4][CH:5]=[CH:6][CH:7]=1.[CH:25]1([CH2:30][CH2:31][C:32](Cl)=[O:33])[CH2:29][CH2:28]CC1.C(Cl)(Cl)Cl.C[OH:40].C([O:44][CH2:45][CH3:46])(=O)C.[CH3:47][CH2:48][CH2:49]CCC.N1[CH:58]=[CH:57][CH:56]=[CH:55][CH:54]=1, predict the reaction product. The product is: [CH:54]1([CH2:47][CH2:48][C:49]2[N:8]([C:9]3[CH:10]=[CH:11][C:12]([CH2:13][CH2:14][NH:15][CH2:16][C@H:45]([OH:44])[CH2:46][O:40][C:25]4[CH:29]=[CH:28][C:32]([OH:33])=[CH:31][CH:30]=4)=[CH:23][CH:24]=3)[C:3]3=[N:4][CH:5]=[CH:6][CH:7]=[C:2]3[N:1]=2)[CH2:58][CH2:57][CH2:56][CH2:55]1.